The task is: Predict the product of the given reaction.. This data is from Forward reaction prediction with 1.9M reactions from USPTO patents (1976-2016). (1) Given the reactants [CH3:1][O:2][C:3]1[C:12]2[C:7](=[CH:8][CH:9]=[CH:10][CH:11]=2)[N:6]([CH3:13])[C:5](=[O:14])[CH:4]=1.[Br:15]N1C(=O)CCC1=O, predict the reaction product. The product is: [Br:15][C:4]1[C:5](=[O:14])[N:6]([CH3:13])[C:7]2[C:12]([C:3]=1[O:2][CH3:1])=[CH:11][CH:10]=[CH:9][CH:8]=2. (2) Given the reactants Cl.[CH2:2]([O:4][C:5]([C@@H:7]1[C@@H:11]([NH:12][C:13]([C:15]2[S:16][C:17]([Cl:20])=[CH:18][CH:19]=2)=[O:14])[CH2:10][NH:9][CH2:8]1)=[O:6])[CH3:3].BrC([C:26]1[CH:31]=[CH:30][C:29]([N:32]2[CH:37]=[CH:36][CH:35]=[CH:34][C:33]2=[O:38])=[CH:28][C:27]=1[F:39])C(N)=O, predict the reaction product. The product is: [CH2:2]([O:4][C:5]([C@@H:7]1[C@@H:11]([NH:12][C:13]([C:15]2[S:16][C:17]([Cl:20])=[CH:18][CH:19]=2)=[O:14])[CH2:10][N:9]([CH2:15][C:13](=[O:14])[NH:12][C:26]2[CH:31]=[CH:30][C:29]([N:32]3[CH:37]=[CH:36][CH:35]=[CH:34][C:33]3=[O:38])=[CH:28][C:27]=2[F:39])[CH2:8]1)=[O:6])[CH3:3]. (3) The product is: [F:51][C:48]1[CH:49]=[CH:50][C:45]([NH:44][C:42](=[O:43])/[CH:41]=[CH:40]/[C@:23]23[CH2:35][C:34](=[O:36])[C:33]([CH:37]([CH3:38])[CH3:39])=[C:24]2[C@@H:25]2[C@@:20]([CH3:52])([CH2:21][CH2:22]3)[C@@:19]3([CH3:53])[C@@H:28]([C@:29]4([CH3:32])[C@@H:16]([CH2:17][CH2:18]3)[C:15]([CH3:54])([CH3:55])[C@@H:14]([O:13][C:11](=[O:12])[CH2:10][C:2]([CH3:1])([CH3:56])[C:3]([OH:5])=[O:4])[CH2:31][CH2:30]4)[CH2:27][CH2:26]2)=[CH:46][CH:47]=1. Given the reactants [CH3:1][C:2]([CH3:56])([CH2:10][C:11]([O:13][C@H:14]1[CH2:31][CH2:30][C@@:29]2([CH3:32])[C@@H:16]([CH2:17][CH2:18][C@:19]3([CH3:53])[C@@H:28]2[CH2:27][CH2:26][C@H:25]2[C@@:20]3([CH3:52])[CH2:21][CH2:22][C@@:23]3(/[CH:40]=[CH:41]/[C:42]([NH:44][C:45]4[CH:50]=[CH:49][C:48]([F:51])=[CH:47][CH:46]=4)=[O:43])[CH2:35][C:34](=[O:36])[C:33]([CH:37]([CH3:39])[CH3:38])=[C:24]32)[C:15]1([CH3:55])[CH3:54])=[O:12])[C:3]([O:5]C(C)(C)C)=[O:4].C(O)(C(F)(F)F)=O.CCCCCC, predict the reaction product. (4) Given the reactants [CH3:1][N:2]([CH3:23])[C:3]1[CH:8]=[CH:7][C:6]([C:9]2[C:17]3[C:12](=[CH:13][CH:14]=[CH:15][CH:16]=3)[NH:11][C:10]=2[C:18]([O:20]CC)=O)=[CH:5][CH:4]=1.O.[NH2:25][NH2:26], predict the reaction product. The product is: [CH3:23][N:2]([CH3:1])[C:3]1[CH:4]=[CH:5][C:6]([C:9]2[C:17]3[C:12](=[CH:13][CH:14]=[CH:15][CH:16]=3)[NH:11][C:10]=2[C:18]([NH:25][NH2:26])=[O:20])=[CH:7][CH:8]=1. (5) Given the reactants [CH3:1][CH:2]1[C:7]([CH3:19])([C:8]2[CH:13]=[CH:12][CH:11]=[C:10]([C:14]3[N:15]=[N:16][NH:17][CH:18]=3)[CH:9]=2)[CH2:6][CH2:5][NH:4][CH2:3]1.Br[CH2:21][CH2:22][C:23]1[CH:28]=[CH:27][CH:26]=[C:25]([CH3:29])[CH:24]=1.C(=O)([O-])O.[Na+], predict the reaction product. The product is: [CH3:1][CH:2]1[C:7]([CH3:19])([C:8]2[CH:13]=[CH:12][CH:11]=[C:10]([C:14]3[N:15]=[N:16][NH:17][CH:18]=3)[CH:9]=2)[CH2:6][CH2:5][N:4]([CH2:21][CH2:22][C:23]2[CH:28]=[CH:27][CH:26]=[C:25]([CH3:29])[CH:24]=2)[CH2:3]1. (6) Given the reactants [S:1]1[CH:5]=[CH:4][C:3]2[C:6](=O)[CH2:7][CH2:8][C:2]1=2.[N:10]([C:13]1[CH:18]=[CH:17][CH:16]=[CH:15][C:14]=1[O:19][CH3:20])=[C:11]=S.C[Si](C)(C)[Si](C)(C)C.[Li].O.[NH2:31][NH2:32], predict the reaction product. The product is: [S:1]1[CH:5]=[CH:4][C:3]2[C:6]3[NH:31][N:32]=[C:11]([NH:10][C:13]4[CH:18]=[CH:17][CH:16]=[CH:15][C:14]=4[O:19][CH3:20])[C:7]=3[CH2:8][C:2]1=2. (7) Given the reactants [Cl:1][C:2]1[CH:3]=[C:4]2[C:8](=[CH:9][CH:10]=1)[NH:7][CH:6]=[C:5]2[C:11](=[O:16])C(F)(F)F.[OH-:17].[Na+], predict the reaction product. The product is: [Cl:1][C:2]1[CH:3]=[C:4]2[C:8](=[CH:9][CH:10]=1)[NH:7][CH:6]=[C:5]2[C:11]([OH:16])=[O:17].